Task: Predict which catalyst facilitates the given reaction.. Dataset: Catalyst prediction with 721,799 reactions and 888 catalyst types from USPTO (1) Reactant: [NH:1]1[CH2:6][CH2:5][CH2:4][CH2:3][CH:2]1[CH2:7][CH2:8][OH:9].C([O-])([O-])=O.[K+].[K+].[CH2:16](Br)[C:17]1[CH:22]=[CH:21][CH:20]=[CH:19][CH:18]=1. Product: [CH2:16]([N:1]1[CH2:6][CH2:5][CH2:4][CH2:3][CH:2]1[CH2:7][CH2:8][OH:9])[C:17]1[CH:22]=[CH:21][CH:20]=[CH:19][CH:18]=1. The catalyst class is: 8. (2) Reactant: Br[CH2:2][CH:3]1[CH2:6][C:5]([CH2:29][C:30]#[N:31])([N:7]2[CH:11]=[C:10]([C:12]3[C:13]4[CH:20]=[CH:19][N:18]([CH2:21][O:22][CH2:23][CH2:24][Si:25]([CH3:28])([CH3:27])[CH3:26])[C:14]=4[N:15]=[CH:16][N:17]=3)[CH:9]=[N:8]2)[CH2:4]1.[BH4-].[Na+]. Product: [CH3:2][CH:3]1[CH2:4][C:5]([CH2:29][C:30]#[N:31])([N:7]2[CH:11]=[C:10]([C:12]3[C:13]4[CH:20]=[CH:19][N:18]([CH2:21][O:22][CH2:23][CH2:24][Si:25]([CH3:27])([CH3:26])[CH3:28])[C:14]=4[N:15]=[CH:16][N:17]=3)[CH:9]=[N:8]2)[CH2:6]1. The catalyst class is: 3. (3) Reactant: [C:1]1([CH3:11])[CH:6]=[CH:5][C:4]([S:7]([OH:10])(=[O:9])=[O:8])=[CH:3][CH:2]=1.O.[F:13][C:14]1[CH:19]=[CH:18][C:17]([C@@H:20]([N:22]2[CH2:27][CH2:26][CH2:25]/[C:24](=[CH:28]\[C:29]3[CH:34]=[CH:33][C:32]([N:35]4[CH:39]=[C:38]([CH3:40])[N:37]=[CH:36]4)=[C:31]([O:41][CH3:42])[CH:30]=3)/[C:23]2=[O:43])[CH3:21])=[CH:16][CH:15]=1. Product: [S:7]([C:4]1[CH:5]=[CH:6][C:1]([CH3:11])=[CH:2][CH:3]=1)([OH:10])(=[O:9])=[O:8].[F:13][C:14]1[CH:19]=[CH:18][C:17]([C@@H:20]([N:22]2[CH2:27][CH2:26][CH2:25]/[C:24](=[CH:28]\[C:29]3[CH:34]=[CH:33][C:32]([N:35]4[CH:39]=[C:38]([CH3:40])[N:37]=[CH:36]4)=[C:31]([O:41][CH3:42])[CH:30]=3)/[C:23]2=[O:43])[CH3:21])=[CH:16][CH:15]=1. The catalyst class is: 13.